From a dataset of Forward reaction prediction with 1.9M reactions from USPTO patents (1976-2016). Predict the product of the given reaction. Given the reactants C([O:3][C:4](=[O:43])[C:5]([O:8][C:9]1[CH:14]=[CH:13][C:12]([O:15][CH2:16][C:17]2[C:18]([CH2:38][CH:39]3[CH2:41][CH2:40]3)=[N:19][C:20]([C:27]3[CH:32]=[CH:31][C:30]([O:33][C:34]([F:37])([F:36])[F:35])=[CH:29][CH:28]=3)=[CH:21][C:22]=2[C:23]([F:26])([F:25])[F:24])=[CH:11][C:10]=1[CH3:42])([CH3:7])[CH3:6])C.[Li+].[OH-], predict the reaction product. The product is: [CH:39]1([CH2:38][C:18]2[C:17]([CH2:16][O:15][C:12]3[CH:13]=[CH:14][C:9]([O:8][C:5]([CH3:6])([CH3:7])[C:4]([OH:43])=[O:3])=[C:10]([CH3:42])[CH:11]=3)=[C:22]([C:23]([F:26])([F:24])[F:25])[CH:21]=[C:20]([C:27]3[CH:32]=[CH:31][C:30]([O:33][C:34]([F:37])([F:35])[F:36])=[CH:29][CH:28]=3)[N:19]=2)[CH2:41][CH2:40]1.